The task is: Predict the product of the given reaction.. This data is from Forward reaction prediction with 1.9M reactions from USPTO patents (1976-2016). The product is: [CH2:1]([O:3][C:4]([C:6]1[O:7][C:8]2[CH:15]=[CH:14][CH:13]=[C:12]([NH:16][CH3:19])[C:9]=2[C:10]=1[CH3:11])=[O:5])[CH3:2]. Given the reactants [CH2:1]([O:3][C:4]([C:6]1[O:7][C:8]2[CH:15]=[CH:14][CH:13]=[C:12]([NH2:16])[C:9]=2[C:10]=1[CH3:11])=[O:5])[CH3:2].IC.[C:19](=O)([O-])[O-].[Na+].[Na+], predict the reaction product.